Dataset: Full USPTO retrosynthesis dataset with 1.9M reactions from patents (1976-2016). Task: Predict the reactants needed to synthesize the given product. (1) Given the product [Cl:21][C:6]1[CH:7]=[CH:8][C:9]2[CH2:10][NH:11][CH2:12][CH:13]([C:15]3[CH:20]=[CH:19][CH:18]=[CH:17][N:16]=3)[O:14][C:4]=2[N:5]=1, predict the reactants needed to synthesize it. The reactants are: [H-].[Na+].Cl[C:4]1[C:9]([CH2:10][NH:11][CH2:12][CH:13]([C:15]2[CH:20]=[CH:19][CH:18]=[CH:17][N:16]=2)[OH:14])=[CH:8][CH:7]=[C:6]([Cl:21])[N:5]=1. (2) Given the product [CH3:1][S:2]([C:5]1[CH:6]=[C:7]2[C:11](=[CH:12][CH:13]=1)[N:10]([C:14]1[N:19]=[CH:18][C:17]([O:20][CH:21]3[CH2:26][CH2:25][N:24]([C:27]#[N:36])[CH2:23][CH2:22]3)=[CH:16][CH:15]=1)[CH:9]=[CH:8]2)(=[O:3])=[O:4], predict the reactants needed to synthesize it. The reactants are: [CH3:1][S:2]([C:5]1[CH:6]=[C:7]2[C:11](=[CH:12][CH:13]=1)[N:10]([C:14]1[N:19]=[CH:18][C:17]([O:20][CH:21]3[CH2:26][CH2:25][N:24]([C:27](OC(C)(C)C)=O)[CH2:23][CH2:22]3)=[CH:16][CH:15]=1)[CH:9]=[CH:8]2)(=[O:4])=[O:3].C([N:36](CC)CC)C.N#CBr. (3) Given the product [Cl:1][C:2]1[CH:3]=[C:4]([C:10]2([C:27]([F:30])([F:29])[F:28])[CH2:14][CH2:13][N:12]([C:15]3[N:20]=[C:19]([C:21]([F:24])([F:23])[F:22])[C:18]([CH2:25][NH2:42])=[CH:17][N:16]=3)[CH2:11]2)[CH:5]=[C:6]([Cl:9])[C:7]=1[Cl:8], predict the reactants needed to synthesize it. The reactants are: [Cl:1][C:2]1[CH:3]=[C:4]([C:10]2([C:27]([F:30])([F:29])[F:28])[CH2:14][CH2:13][N:12]([C:15]3[N:20]=[C:19]([C:21]([F:24])([F:23])[F:22])[C:18]([CH2:25]O)=[CH:17][N:16]=3)[CH2:11]2)[CH:5]=[C:6]([Cl:9])[C:7]=1[Cl:8].O1CCCC1.CS(Cl)(=O)=O.O.[NH3:42]. (4) Given the product [NH3:6].[CH3:3][OH:4].[CH3:37][N:36]([CH3:39])[CH2:34][C:35]([N:9]1[CH2:10][CH2:11][N:6]([C:12]2[CH:33]=[CH:32][C:15]([NH:16][C:17]3[N:22]=[C:21]([C:23]4[N:27]([CH:28]([CH3:30])[CH3:29])[C:26]([CH3:31])=[N:25][CH:24]=4)[CH:20]=[CH:19][N:18]=3)=[CH:14][CH:13]=2)[CH2:7][CH2:8]1)=[O:47], predict the reactants needed to synthesize it. The reactants are: ClC[C:3](Cl)=[O:4].[N:6]1([C:12]2[CH:33]=[CH:32][C:15]([NH:16][C:17]3[N:22]=[C:21]([C:23]4[N:27]([CH:28]([CH3:30])[CH3:29])[C:26]([CH3:31])=[N:25][CH:24]=4)[CH:20]=[CH:19][N:18]=3)=[CH:14][CH:13]=2)[CH2:11][CH2:10][NH:9][CH2:8][CH2:7]1.[CH2:34]([N:36]([CH2:39]C)[CH2:37]C)[CH3:35].CNC.C1C[O:47]CC1. (5) Given the product [F:26][C:20]1[CH:19]=[C:18]2[C:23](=[C:22]([F:24])[C:21]=1[F:25])[N:9]([C:4]1([CH2:3][CH2:2][OH:1])[CH2:5][CH2:6][CH2:7][CH2:8]1)[CH:10]=[C:11]([C:12]([O:14][CH2:15][CH3:16])=[O:13])[C:17]2=[O:28], predict the reactants needed to synthesize it. The reactants are: [OH:1][CH2:2][CH2:3][C:4]1([NH:9][CH:10]=[C:11]([C:17](=[O:28])[C:18]2[CH:23]=[C:22]([F:24])[C:21]([F:25])=[C:20]([F:26])[C:19]=2F)[C:12]([O:14][CH2:15][CH3:16])=[O:13])[CH2:8][CH2:7][CH2:6][CH2:5]1.[H-].[Na+].O. (6) Given the product [C:12]1([NH:18][C:19]([NH:1][C:2]2[CH:3]=[C:4]3[C:9](=[CH:10][CH:11]=2)[N:8]=[CH:7][CH:6]=[CH:5]3)=[O:20])[CH:17]=[CH:16][CH:15]=[CH:14][CH:13]=1, predict the reactants needed to synthesize it. The reactants are: [NH2:1][C:2]1[CH:3]=[C:4]2[C:9](=[CH:10][CH:11]=1)[N:8]=[CH:7][CH:6]=[CH:5]2.[C:12]1([N:18]=[C:19]=[O:20])[CH:17]=[CH:16][CH:15]=[CH:14][CH:13]=1.